Dataset: Forward reaction prediction with 1.9M reactions from USPTO patents (1976-2016). Task: Predict the product of the given reaction. (1) The product is: [NH2:33][C:32]1[C:7]2[C:8]([C:12]3[CH:17]=[CH:16][CH:15]=[C:14]([NH:18][C:19]([NH:21][C:22]4[CH:27]=[CH:26][C:25]([C:28]([F:29])([F:30])[F:31])=[CH:24][CH:23]=4)=[O:20])[CH:13]=3)=[N:9][CH:10]=[N:11][C:6]=2[S:5][C:4]=1[C:1]([NH2:2])=[O:3]. Given the reactants [C:1]([CH2:4][S:5][C:6]1[N:11]=[CH:10][N:9]=[C:8]([C:12]2[CH:13]=[C:14]([NH:18][C:19]([NH:21][C:22]3[CH:27]=[CH:26][C:25]([C:28]([F:31])([F:30])[F:29])=[CH:24][CH:23]=3)=[O:20])[CH:15]=[CH:16][CH:17]=2)[C:7]=1[C:32]#[N:33])(=[O:3])[NH2:2].CC[O-].[Na+].Cl, predict the reaction product. (2) Given the reactants C(N(CC)CC)C.[OH:8][C:9]1[CH:10]=[C:11]([CH:14]=[CH:15][CH:16]=1)[CH:12]=[O:13].[CH3:17][O:18][C:19]1[CH:24]=[CH:23][C:22](B(O)O)=[CH:21][CH:20]=1, predict the reaction product. The product is: [CH3:17][O:18][C:19]1[CH:24]=[CH:23][C:22]([O:8][C:9]2[CH:10]=[C:11]([CH:14]=[CH:15][CH:16]=2)[CH:12]=[O:13])=[CH:21][CH:20]=1. (3) Given the reactants [NH2:1][C:2]1[C:10]2[C:5](=[CH:6][CH:7]=[C:8]([N+:11]([O-:13])=[O:12])[CH:9]=2)[N:4]([C:14]([O:16][C:17]([CH3:20])([CH3:19])[CH3:18])=[O:15])[N:3]=1.[C:21](Cl)(=[O:28])[C:22]1[CH:27]=[CH:26][CH:25]=[CH:24][CH:23]=1, predict the reaction product. The product is: [C:21]([NH:1][C:2]1[C:10]2[C:5](=[CH:6][CH:7]=[C:8]([N+:11]([O-:13])=[O:12])[CH:9]=2)[N:4]([C:14]([O:16][C:17]([CH3:20])([CH3:19])[CH3:18])=[O:15])[N:3]=1)(=[O:28])[C:22]1[CH:27]=[CH:26][CH:25]=[CH:24][CH:23]=1. (4) Given the reactants C([O:3][C:4](=O)[C:5]([CH2:19][O:20]C(=O)C)([O:11][C:12]1[CH:17]=[CH:16][C:15]([Br:18])=[CH:14][CH:13]=1)[C:6](OCC)=[O:7])C.[BH4-].[Li+], predict the reaction product. The product is: [Br:18][C:15]1[CH:14]=[CH:13][C:12]([O:11][C:5]([CH2:19][OH:20])([CH2:4][OH:3])[CH2:6][OH:7])=[CH:17][CH:16]=1. (5) Given the reactants Cl[C:2]([O:4][CH:5]([Cl:7])[CH3:6])=[O:3].C([N:15]1[CH2:20][CH:19]=[C:18]([C:21]2[CH:26]=[C:25]([Cl:27])[CH:24]=[CH:23][C:22]=2[NH:28][C:29](=[O:37])[C:30]2[CH:35]=[CH:34][N:33]=[C:32]([Cl:36])[CH:31]=2)[CH2:17][CH2:16]1)C1C=CC=CC=1.C([O-])(O)=O.[Na+], predict the reaction product. The product is: [Cl:7][CH:5]([O:4][C:2]([N:15]1[CH2:16][CH:17]=[C:18]([C:21]2[CH:26]=[C:25]([Cl:27])[CH:24]=[CH:23][C:22]=2[NH:28][C:29]([C:30]2[CH:35]=[CH:34][N:33]=[C:32]([Cl:36])[CH:31]=2)=[O:37])[CH2:19][CH2:20]1)=[O:3])[CH3:6].